This data is from Reaction yield outcomes from USPTO patents with 853,638 reactions. The task is: Predict the reaction yield, written as a fraction of the theoretical maximum amount of product (1.0 means a 100% yield; for example, 0.34 means a 34% yield). The reactants are C(=O)([O-])[O-].[Cs+].[Cs+].[Cl:7][C:8]1[CH:12]=[N:11][N:10]([CH3:13])[C:9]=1[C:14]1[CH:15]=[C:16]([NH:21][C:22](=[O:33])[C:23]2[CH:28]=[CH:27][CH:26]=[C:25]([C:29]([F:32])([F:31])[F:30])[CH:24]=2)[CH:17]=[CH:18][C:19]=1[OH:20].CS(O[CH2:39][C:40]([CH3:45])([N+:42]([O-:44])=[O:43])[CH3:41])(=O)=O.O. The catalyst is CC(N(C)C)=O. The product is [N+:42]([C:40]([CH3:45])([CH3:41])[CH2:39][O:20][C:19]1[CH:18]=[CH:17][C:16]([NH:21][C:22](=[O:33])[C:23]2[CH:28]=[CH:27][CH:26]=[C:25]([C:29]([F:31])([F:30])[F:32])[CH:24]=2)=[CH:15][C:14]=1[C:9]1[N:10]([CH3:13])[N:11]=[CH:12][C:8]=1[Cl:7])([O-:44])=[O:43]. The yield is 0.680.